This data is from Full USPTO retrosynthesis dataset with 1.9M reactions from patents (1976-2016). The task is: Predict the reactants needed to synthesize the given product. (1) Given the product [CH2:4]1[N:5]2[C:13]3[C:8]([C:7]4[CH2:16][CH2:17][CH2:18][C:6]=42)=[CH:9][CH:10]=[CH:11][C:12]=3[CH2:14][CH2:15][NH:2][CH2:3]1, predict the reactants needed to synthesize it. The reactants are: C[N:2]1[CH2:15][CH2:14][C:12]2=[C:13]3[C:8](=[CH:9][CH:10]=[CH:11]2)[C:7]2[CH2:16][CH2:17][CH2:18][C:6]=2[N:5]3[CH2:4][CH2:3]1.ClC(OC(Cl)C)=O. (2) Given the product [Cl:15][C:4]1[CH:3]=[C:2]([CH3:16])[CH:14]=[CH:13][C:5]=1[C:6]([N:8]([CH2:11][CH3:12])[CH2:9][CH3:10])=[O:7], predict the reactants needed to synthesize it. The reactants are: Br[C:2]1[CH:14]=[CH:13][C:5]([C:6]([N:8]([CH2:11][CH3:12])[CH2:9][CH3:10])=[O:7])=[C:4]([Cl:15])[CH:3]=1.[C:16](=O)([O-])[O-].[K+].[K+].C[Zn]C.ClCCl. (3) The reactants are: [OH:1][C:2]1[CH:12]=[CH:11][C:5]([CH:6]=[CH:7][C:8]([OH:10])=[O:9])=[CH:4][CH:3]=1.[CH2:13](O)[CH2:14][CH2:15][CH2:16][CH2:17][CH2:18][CH2:19][CH2:20][CH2:21][CH2:22][CH2:23][CH2:24][CH2:25][CH2:26][CH2:27][CH3:28].C1(C)C=CC(S(O)(=O)=O)=CC=1.C1(C)C=CC=CC=1. Given the product [CH2:28]([O:9][C:8](=[O:10])[CH:7]=[CH:6][C:5]1[CH:4]=[CH:3][C:2]([OH:1])=[CH:12][CH:11]=1)[CH2:27][CH2:26][CH2:25][CH2:24][CH2:23][CH2:22][CH2:21][CH2:20][CH2:19][CH2:18][CH2:17][CH2:16][CH2:15][CH2:14][CH3:13], predict the reactants needed to synthesize it. (4) Given the product [C:1]1([C:10]2[CH:15]=[CH:14][CH:13]=[CH:12][CH:11]=2)[CH:6]=[CH:5][C:4]([C:7]([N:24]2[CH2:25][C:26]3[CH:16]=[CH:17][CH:18]=[CH:19][C:20]=3[NH:21][C:22]3[CH:30]=[CH:29][CH:28]=[CH:27][C:23]2=3)=[O:8])=[CH:3][CH:2]=1, predict the reactants needed to synthesize it. The reactants are: [C:1]1([C:10]2[CH:15]=[CH:14][CH:13]=[CH:12][CH:11]=2)[CH:6]=[CH:5][C:4]([C:7](Cl)=[O:8])=[CH:3][CH:2]=1.[CH:16]1[C:26]2[CH2:25][NH:24][C:23]3[CH:27]=[CH:28][CH:29]=[CH:30][C:22]=3[NH:21][C:20]=2[CH:19]=[CH:18][CH:17]=1.O.ClCCl. (5) Given the product [NH2:26][C:25]1[N:4]([C:3]2[CH:5]=[CH:6][C:7]([O:9][CH3:10])=[CH:8][C:2]=2[CH3:1])[C:13]([CH3:14])=[C:12]([CH3:17])[C:24]=1[C:23]#[N:27], predict the reactants needed to synthesize it. The reactants are: [CH3:1][C:2]1[CH:8]=[C:7]([O:9][CH3:10])[CH:6]=[CH:5][C:3]=1[NH2:4].O.[C:12]1(C)[CH:17]=CC(S(O)(=O)=O)=[CH:14][CH:13]=1.[C:23](#[N:27])[CH2:24][C:25]#[N:26].